This data is from Forward reaction prediction with 1.9M reactions from USPTO patents (1976-2016). The task is: Predict the product of the given reaction. (1) Given the reactants [Cl:1][C:2]1[CH:3]=[C:4]([C:8]#[C:9][CH:10]([N:13]2[CH2:18][CH2:17][NH:16][CH2:15][CH2:14]2)[CH2:11][CH3:12])[CH:5]=[CH:6][CH:7]=1.C(N(CC)CC)C.[CH3:26][CH2:27][CH2:28][CH2:29][CH2:30][O:31][C:32](Cl)=[O:33], predict the reaction product. The product is: [CH2:30]([O:31][C:32]([N:16]1[CH2:15][CH2:14][N:13]([CH:10]([CH2:11][CH3:12])[C:9]#[C:8][C:4]2[CH:5]=[CH:6][CH:7]=[C:2]([Cl:1])[CH:3]=2)[CH2:18][CH2:17]1)=[O:33])[CH2:29][CH2:28][CH2:27][CH3:26]. (2) Given the reactants C[O:2][C:3](=[O:35])[CH2:4][C:5]1[CH:10]=[CH:9][C:8]([O:11][CH3:12])=[C:7]([O:13][C:14]2[CH:19]=[CH:18][C:17]([Br:20])=[CH:16][C:15]=2[CH2:21][N:22]2[C@@H:26]([CH3:27])[C@@H:25]([C:28]3[CH:33]=[CH:32][CH:31]=[CH:30][CH:29]=3)[O:24][C:23]2=[O:34])[CH:6]=1.COC1C=CC(B(O)O)=CC=1, predict the reaction product. The product is: [Br:20][C:17]1[CH:18]=[CH:19][C:14]([O:13][C:7]2[CH:6]=[C:5]([CH2:4][C:3]([OH:35])=[O:2])[CH:10]=[CH:9][C:8]=2[O:11][CH3:12])=[C:15]([CH2:21][N:22]2[C@@H:26]([CH3:27])[C@@H:25]([C:28]3[CH:33]=[CH:32][CH:31]=[CH:30][CH:29]=3)[O:24][C:23]2=[O:34])[CH:16]=1. (3) Given the reactants O.S(=O)(=O)(O)O.[F:7][C:8]([F:13])([F:12])[CH2:9][CH:10]=[O:11].[CH2:14]([O:21]C=CC(F)(F)F)[C:15]1[CH:20]=[CH:19][CH:18]=[CH:17][CH:16]=1.[F:28][C:29]([F:49])([F:48])[CH2:30][CH:31]([O:40][CH2:41][C:42]1[CH:47]=[CH:46][CH:45]=[CH:44][CH:43]=1)[O:32][CH2:33][C:34]1[CH:39]=[CH:38][CH:37]=[CH:36][CH:35]=1, predict the reaction product. The product is: [CH2:14]([OH:21])[C:15]1[CH:20]=[CH:19][CH:18]=[CH:17][CH:16]=1.[CH2:33]([O:32][CH:31]=[CH:30][C:29]([F:28])([F:49])[F:48])[C:34]1[CH:39]=[CH:38][CH:37]=[CH:36][CH:35]=1.[F:28][C:29]([F:48])([F:49])[CH2:30][CH:31]([O:32][CH2:33][C:34]1[CH:39]=[CH:38][CH:37]=[CH:36][CH:35]=1)[O:40][CH2:41][C:42]1[CH:47]=[CH:46][CH:45]=[CH:44][CH:43]=1.[F:7][C:8]([F:13])([F:12])[CH2:9][CH:10]=[O:11]. (4) Given the reactants [N:1]1[C:6]2[NH:7][CH:8]=[CH:9][C:5]=2[C:4]([N:10]2[CH2:14][CH2:13][C@@H:12]([N:15]([CH3:23])[C:16]3[CH:21]=[CH:20][C:19](Br)=[CH:18][N:17]=3)[CH2:11]2)=[N:3][CH:2]=1.[C:24]([Si:26]([CH3:29])([CH3:28])[CH3:27])#[CH:25].CCN(CC)CC.C1C=CC(P(C2C=CC=CC=2)C2C=CC=CC=2)=CC=1, predict the reaction product. The product is: [N:1]1[C:6]2[NH:7][CH:8]=[CH:9][C:5]=2[C:4]([N:10]2[CH2:14][CH2:13][C@@H:12]([N:15]([CH3:23])[C:16]3[CH:21]=[CH:20][C:19]([C:25]#[C:24][Si:26]([CH3:29])([CH3:28])[CH3:27])=[CH:18][N:17]=3)[CH2:11]2)=[N:3][CH:2]=1. (5) Given the reactants Br[C:2]1[CH:3]=[C:4]([N:8]([CH2:19][CH2:20][O:21][Si:22]([C:25]([CH3:28])([CH3:27])[CH3:26])([CH3:24])[CH3:23])[CH2:9][CH2:10][O:11][Si:12]([C:15]([CH3:18])([CH3:17])[CH3:16])([CH3:14])[CH3:13])[CH:5]=[CH:6][CH:7]=1.[CH3:29][N:30]([CH3:38])[C:31]1[CH:36]=[CH:35][CH:34]=[C:33]([NH2:37])[CH:32]=1, predict the reaction product. The product is: [CH3:29][N:30]([CH3:38])[C:31]1[CH:32]=[C:33]([NH:37][C:2]2[CH:3]=[C:4]([N:8]([CH2:19][CH2:20][O:21][Si:22]([C:25]([CH3:28])([CH3:27])[CH3:26])([CH3:24])[CH3:23])[CH2:9][CH2:10][O:11][Si:12]([C:15]([CH3:18])([CH3:17])[CH3:16])([CH3:14])[CH3:13])[CH:5]=[CH:6][CH:7]=2)[CH:34]=[CH:35][CH:36]=1. (6) Given the reactants [F:1]C1C=CC=CC=1CN1C=C(C2C3C(=NC=C(C4C=C(NS(C)(=O)=O)C=CC=4)C=3)NC=2)C=N1.F[C:35]1[CH:80]=[CH:79][C:78]([F:81])=[CH:77][C:36]=1[CH2:37][N:38]1[C:42]([CH3:43])=[C:41]([C:44]2[C:52]3[C:47](=[N:48][CH:49]=[C:50]([C:53]4[CH:54]=[CH:55][C:56]([O:64][CH3:65])=[C:57]([S:59]([NH:62][CH3:63])(=[O:61])=[O:60])[CH:58]=4)[CH:51]=3)[N:46](S(C3C=CC(C)=CC=3)(=O)=O)[CH:45]=2)[C:40]([CH3:76])=[N:39]1.[OH-].[Li+], predict the reaction product. The product is: [F:81][C:78]1[CH:77]=[C:36]([CH:35]=[C:80]([F:1])[CH:79]=1)[CH2:37][N:38]1[C:42]([CH3:43])=[C:41]([C:44]2[C:52]3[C:47](=[N:48][CH:49]=[C:50]([C:53]4[CH:54]=[CH:55][C:56]([O:64][CH3:65])=[C:57]([S:59]([NH:62][CH3:63])(=[O:60])=[O:61])[CH:58]=4)[CH:51]=3)[NH:46][CH:45]=2)[C:40]([CH3:76])=[N:39]1.